This data is from Blood-brain barrier permeability classification from the B3DB database. The task is: Regression/Classification. Given a drug SMILES string, predict its absorption, distribution, metabolism, or excretion properties. Task type varies by dataset: regression for continuous measurements (e.g., permeability, clearance, half-life) or binary classification for categorical outcomes (e.g., BBB penetration, CYP inhibition). Dataset: b3db_classification. (1) The molecule is C[N+](C)([O-])CCCN1c2ccccc2CCc2ccccc21. The result is 1 (penetrates BBB). (2) The drug is CC(Cc1ccccc1)N(C)C. The result is 1 (penetrates BBB). (3) The drug is CNCCC(Oc1ccc(C(F)(F)F)cc1)c1ccccc1. The result is 1 (penetrates BBB). (4) The result is 0 (does not penetrate BBB). The compound is CCNC1CC(C)S(=O)(=O)c2sc(S(N)(=O)=O)cc21. (5) The result is 1 (penetrates BBB). The compound is CN(C)[C@](C)(CO)Cc1ccc(Cl)c(Cl)c1.